Dataset: Catalyst prediction with 721,799 reactions and 888 catalyst types from USPTO. Task: Predict which catalyst facilitates the given reaction. Reactant: [CH3:1][S:2][C:3]1[CH:55]=[CH:54][CH:53]=[CH:52][C:4]=1[CH2:5][N:6]1[C:11]([CH3:12])=[CH:10][C:9]([O:13][CH2:14][C:15]2[CH:49]=[CH:48][CH:47]=[CH:46][C:16]=2[CH2:17][NH:18][C:19]([NH:21][C:22]2[N:26]([C:27]3[CH:32]=[CH:31][C:30]([Cl:33])=[C:29]([O:34][Si](C(C)(C)C)(C)C)[CH:28]=3)[N:25]=[C:24]([C:42]([CH3:45])([CH3:44])[CH3:43])[CH:23]=2)=[O:20])=[C:8]([Cl:50])[C:7]1=[O:51].[F-].[K+].Cl. Product: [CH3:1][S:2][C:3]1[CH:55]=[CH:54][CH:53]=[CH:52][C:4]=1[CH2:5][N:6]1[C:11]([CH3:12])=[CH:10][C:9]([O:13][CH2:14][C:15]2[CH:49]=[CH:48][CH:47]=[CH:46][C:16]=2[CH2:17][NH:18][C:19]([NH:21][C:22]2[N:26]([C:27]3[CH:32]=[CH:31][C:30]([Cl:33])=[C:29]([OH:34])[CH:28]=3)[N:25]=[C:24]([C:42]([CH3:45])([CH3:44])[CH3:43])[CH:23]=2)=[O:20])=[C:8]([Cl:50])[C:7]1=[O:51]. The catalyst class is: 5.